Predict the reaction yield, written as a fraction of the theoretical maximum amount of product (1.0 means a 100% yield; for example, 0.34 means a 34% yield). From a dataset of Reaction yield outcomes from USPTO patents with 853,638 reactions. The reactants are [CH2:1]([O:3][C:4](=[O:8])[C@@H:5]1[O:7][CH2:6]1)[CH3:2].[Cl-].[NH4+].[N-:11]=[N+:12]=[N-:13].[Na+]. The catalyst is CN(C=O)C. The product is [CH2:1]([O:3][C:4](=[O:8])[C@H:5]([OH:7])[CH2:6][N:11]=[N+:12]=[N-:13])[CH3:2]. The yield is 0.690.